This data is from Forward reaction prediction with 1.9M reactions from USPTO patents (1976-2016). The task is: Predict the product of the given reaction. Given the reactants Cl.[NH:2]1[CH2:7][CH2:6][CH2:5][CH2:4][CH:3]1[CH2:8][CH2:9][CH2:10][OH:11].C([O-])([O-])=O.[K+].[K+].[CH2:18](Br)[C:19]1[CH:24]=[CH:23][CH:22]=[CH:21][CH:20]=1, predict the reaction product. The product is: [CH2:18]([N:2]1[CH2:7][CH2:6][CH2:5][CH2:4][CH:3]1[CH2:8][CH2:9][CH2:10][OH:11])[C:19]1[CH:24]=[CH:23][CH:22]=[CH:21][CH:20]=1.